Dataset: Full USPTO retrosynthesis dataset with 1.9M reactions from patents (1976-2016). Task: Predict the reactants needed to synthesize the given product. (1) Given the product [Cl:24][P:25]([C:2]1[CH:3]=[CH:4][CH:5]=[CH:6][C:7]=1[O:8][CH3:9])[C:14]1[CH:15]=[CH:16][CH:17]=[CH:18][C:23]=1[O:22][CH3:21], predict the reactants needed to synthesize it. The reactants are: Br[C:2]1[C:7]2[O:8][CH2:9]CCC[C:6]=2[CH:5]=[CH:4][CH:3]=1.Br[C:14]1[CH:15]=[CH:16][CH:17]=[C:18]2[C:23]=1[O:22][CH2:21]CC2.[Cl:24][P:25](C1C=CC=CC=1)C1C=CC=CC=1. (2) Given the product [Cl:21][C:2]1[C:11]2[C:6](=[CH:7][CH:8]=[C:9]([O:12][CH3:13])[CH:10]=2)[N:5]=[CH:4][C:3]=1[C:14]([O:16][CH2:17][CH3:18])=[O:15], predict the reactants needed to synthesize it. The reactants are: O[C:2]1[C:11]2[C:6](=[CH:7][CH:8]=[C:9]([O:12][CH3:13])[CH:10]=2)[N:5]=[CH:4][C:3]=1[C:14]([O:16][CH2:17][CH3:18])=[O:15].O=P(Cl)(Cl)[Cl:21]. (3) Given the product [C:1]([C:3]1[CH:8]=[CH:7][C:6]([CH:9]([N:21]2[CH:22]=[CH:23][N:24]=[C:20]2[CH3:19])[CH2:10][CH:11]=[CH2:12])=[CH:5][C:4]=1[F:18])#[N:2], predict the reactants needed to synthesize it. The reactants are: [C:1]([C:3]1[CH:8]=[CH:7][C:6]([CH:9](OS(C)(=O)=O)[CH2:10][CH:11]=[CH2:12])=[CH:5][C:4]=1[F:18])#[N:2].[CH3:19][C:20]1[NH:21][CH:22]=[CH:23][N:24]=1.C(=O)([O-])[O-].[K+].[K+].CCOC(C)=O. (4) Given the product [Cl:30][C:25]1[CH:26]=[CH:27][CH:28]=[CH:29][C:24]=1[CH2:23][NH:22][CH2:21][C:16]1([CH3:20])[CH2:17][CH2:18][CH2:19][NH:15]1, predict the reactants needed to synthesize it. The reactants are: C(O)(C(F)(F)F)=O.C(OC([N:15]1[CH2:19][CH2:18][CH2:17][C:16]1([CH2:21][NH:22][CH2:23][C:24]1[CH:29]=[CH:28][CH:27]=[CH:26][C:25]=1[Cl:30])[CH3:20])=O)(C)(C)C. (5) Given the product [N:24]1([C:21]2[CH:20]=[CH:19][C:18]([NH:17][C:2]3[N:3]=[C:4]([N:11]4[CH2:16][CH2:15][CH2:14][CH2:13][CH2:12]4)[C:5]4[CH:10]=[CH:9][NH:8][C:6]=4[N:7]=3)=[CH:23][CH:22]=2)[CH2:25][CH2:26][NH:27][CH2:28][CH2:29]1.[N:11]1([C:4]2[C:5]3[CH:10]=[CH:9][NH:8][C:6]=3[N:7]=[C:2]([NH:17][C:18]3[CH:19]=[CH:20][C:21]([N:24]4[CH2:25][CH2:26][N:27]([C:30](=[O:32])[CH3:31])[CH2:28][CH2:29]4)=[CH:22][CH:23]=3)[N:3]=2)[CH2:16][CH2:15][CH2:14][CH2:13][CH2:12]1, predict the reactants needed to synthesize it. The reactants are: Cl[C:2]1[N:3]=[C:4]([N:11]2[CH2:16][CH2:15][CH2:14][CH2:13][CH2:12]2)[C:5]2[CH:10]=[CH:9][NH:8][C:6]=2[N:7]=1.[NH2:17][C:18]1[CH:23]=[CH:22][C:21]([N:24]2[CH2:29][CH2:28][N:27]([C:30](=[O:32])[CH3:31])[CH2:26][CH2:25]2)=[CH:20][CH:19]=1.C[Si](Cl)(C)C. (6) Given the product [Cl:1][C:2]1[CH:26]=[CH:25][C:5]([CH2:6][N:7]2[C:15]3[C:10](=[CH:11][C:12]([CH:16]=[C:17]4[S:21][C:20]([N:32]([CH3:31])[CH2:33][CH2:34][N:35]5[CH2:39][CH2:38][CH2:37][CH2:36]5)=[N:19][C:18]4=[O:24])=[CH:13][CH:14]=3)[CH:9]=[N:8]2)=[C:4]([C:27]([F:29])([F:30])[F:28])[CH:3]=1, predict the reactants needed to synthesize it. The reactants are: [Cl:1][C:2]1[CH:26]=[CH:25][C:5]([CH2:6][N:7]2[C:15]3[C:10](=[CH:11][C:12]([CH:16]=[C:17]4[S:21][CH:20](SC)[NH:19][C:18]4=[O:24])=[CH:13][CH:14]=3)[CH:9]=[N:8]2)=[C:4]([C:27]([F:30])([F:29])[F:28])[CH:3]=1.[CH3:31][NH:32][CH2:33][CH2:34][N:35]1[CH2:39][CH2:38][CH2:37][CH2:36]1. (7) Given the product [Cl:1][C:2]1[N:7]=[CH:6][N:5]=[C:4]2[C:3]=1[N:10]=[C:17]([C:16]1[CH:15]=[N:14][C:13]([C:12]([F:22])([F:21])[F:11])=[CH:20][CH:19]=1)[N:8]2[CH3:9], predict the reactants needed to synthesize it. The reactants are: [Cl:1][C:2]1[N:7]=[CH:6][N:5]=[C:4]([NH:8][CH3:9])[C:3]=1[NH2:10].[F:11][C:12]([F:22])([F:21])[C:13]1[CH:20]=[CH:19][C:16]([CH:17]=O)=[CH:15][N:14]=1. (8) Given the product [N:1]1[C:10]2[C:5](=[CH:6][CH:7]=[CH:8][CH:9]=2)[N:4]=[CH:3][C:2]=1[C:11]1[CH:12]=[C:13]([NH:17][C:27](=[O:30])[CH:28]=[CH2:29])[CH:14]=[CH:15][CH:16]=1, predict the reactants needed to synthesize it. The reactants are: [N:1]1[C:10]2[C:5](=[CH:6][CH:7]=[CH:8][CH:9]=2)[N:4]=[CH:3][C:2]=1[C:11]1[CH:12]=[C:13]([NH2:17])[CH:14]=[CH:15][CH:16]=1.C(N(C(C)C)CC)(C)C.[C:27](Cl)(=[O:30])[CH:28]=[CH2:29]. (9) Given the product [OH:1][C:2]1[CH:11]=[CH:10][C:5]2[C:6](=[O:9])/[C:7](=[CH:44]/[C:38]3[C:37]4[C:41](=[CH:42][CH:43]=[C:35]([O:34][CH2:33][CH2:32][N:29]5[CH2:30][CH2:31][O:26][CH2:27][CH2:28]5)[CH:36]=4)[NH:40][CH:39]=3)/[O:8][C:4]=2[C:3]=1[CH2:12][N:13]1[CH2:14][CH2:15][N:16]([C:19]([O:21][C:22]([CH3:25])([CH3:24])[CH3:23])=[O:20])[CH2:17][CH2:18]1, predict the reactants needed to synthesize it. The reactants are: [OH:1][C:2]1[CH:11]=[CH:10][C:5]2[C:6](=[O:9])[CH2:7][O:8][C:4]=2[C:3]=1[CH2:12][N:13]1[CH2:18][CH2:17][N:16]([C:19]([O:21][C:22]([CH3:25])([CH3:24])[CH3:23])=[O:20])[CH2:15][CH2:14]1.[O:26]1[CH2:31][CH2:30][N:29]([CH2:32][CH2:33][O:34][C:35]2[CH:36]=[C:37]3[C:41](=[CH:42][CH:43]=2)[NH:40][CH:39]=[C:38]3[CH:44]=O)[CH2:28][CH2:27]1.